Dataset: Full USPTO retrosynthesis dataset with 1.9M reactions from patents (1976-2016). Task: Predict the reactants needed to synthesize the given product. Given the product [F:1][C:2]([F:15])([F:14])[S:3]([C:28]1[C:27](=[O:46])[N:26]([CH3:36])[C:25]([C:42]2[CH:43]=[CH:44][N:39]=[CH:40][CH:41]=2)=[C:24]([C:21]2[CH:20]=[CH:19][C:18]([O:17][CH3:16])=[CH:23][CH:22]=2)[CH:29]=1)(=[O:5])=[O:4], predict the reactants needed to synthesize it. The reactants are: [F:1][C:2]([F:15])([F:14])[S:3](O[S:3]([C:2]([F:15])([F:14])[F:1])(=[O:5])=[O:4])(=[O:5])=[O:4].[CH3:16][O:17][C:18]1[CH:23]=[CH:22][C:21]([C:24]2(O)[CH2:29][CH:28]=[C:27](C3C=CN=CC=3)[N:26]([CH3:36])[C:25]2=O)=[CH:20][CH:19]=1.[N:39]1[CH:44]=[CH:43][CH:42]=[CH:41][CH:40]=1.C(=O)([O-])[OH:46].[Na+].